Task: Regression. Given a peptide amino acid sequence and an MHC pseudo amino acid sequence, predict their binding affinity value. This is MHC class I binding data.. Dataset: Peptide-MHC class I binding affinity with 185,985 pairs from IEDB/IMGT (1) The peptide sequence is VLASGPGPF. The MHC is HLA-C05:01 with pseudo-sequence HLA-C05:01. The binding affinity (normalized) is 0.0847. (2) The peptide sequence is ILSDENYLL. The MHC is HLA-A02:03 with pseudo-sequence HLA-A02:03. The binding affinity (normalized) is 0.860. (3) The peptide sequence is KMFHGGLRY. The MHC is HLA-A23:01 with pseudo-sequence HLA-A23:01. The binding affinity (normalized) is 0.349. (4) The MHC is HLA-A03:01 with pseudo-sequence HLA-A03:01. The peptide sequence is WLGHPFTPV. The binding affinity (normalized) is 0.0847. (5) The peptide sequence is YTEKYPNL. The MHC is H-2-Kb with pseudo-sequence H-2-Kb. The binding affinity (normalized) is 0.551. (6) The peptide sequence is KTDFKVVKK. The MHC is HLA-A31:01 with pseudo-sequence HLA-A31:01. The binding affinity (normalized) is 0.606. (7) The peptide sequence is LVLSVNPYV. The MHC is HLA-A02:03 with pseudo-sequence HLA-A02:03. The binding affinity (normalized) is 0.516. (8) The peptide sequence is LPTWLGAAI. The MHC is HLA-A03:01 with pseudo-sequence HLA-A03:01. The binding affinity (normalized) is 0.0847. (9) The peptide sequence is MAVHCMNFK. The MHC is HLA-A11:01 with pseudo-sequence HLA-A11:01. The binding affinity (normalized) is 0.513. (10) The peptide sequence is WMMLLIAQA. The binding affinity (normalized) is 0.644. The MHC is HLA-A02:03 with pseudo-sequence HLA-A02:03.